Dataset: Full USPTO retrosynthesis dataset with 1.9M reactions from patents (1976-2016). Task: Predict the reactants needed to synthesize the given product. Given the product [C:10]1([C:2]2[NH:1][C:9]3[C:4]([CH:3]=2)=[CH:5][CH:6]=[CH:7][CH:8]=3)[CH:15]=[CH:14][CH:13]=[CH:12][CH:11]=1, predict the reactants needed to synthesize it. The reactants are: [NH:1]1[C:9]2[C:4](=[CH:5][CH:6]=[CH:7][CH:8]=2)[CH:3]=[CH:2]1.[C:10]1(C)[CH:15]=[CH:14][CH:13]=[CH:12][CH:11]=1.C([Mg]Cl)(C)(C)C.ClC1C=CC=CC=1.